From a dataset of Reaction yield outcomes from USPTO patents with 853,638 reactions. Predict the reaction yield, written as a fraction of the theoretical maximum amount of product (1.0 means a 100% yield; for example, 0.34 means a 34% yield). (1) The reactants are [C:1]([C:5]1[CH:9]=[C:8]([NH:10][C:11]([NH:13][C:14]2[CH:19]=[CH:18][C:17]([O:20][C:21]3[CH:26]=[CH:25][N:24]=[C:23]([CH2:27][O:28][Si](C(C)(C)C)(C)C)[CH:22]=3)=[CH:16][C:15]=2[F:36])=[O:12])[N:7]([C:37]2[CH:38]=[C:39]3[C:44](=[CH:45][CH:46]=2)[N:43]=[CH:42][CH:41]=[CH:40]3)[N:6]=1)([CH3:4])([CH3:3])[CH3:2].CCCC[N+](CCCC)(CCCC)CCCC.[F-].O. The catalyst is C1COCC1. The product is [C:1]([C:5]1[CH:9]=[C:8]([NH:10][C:11]([NH:13][C:14]2[CH:19]=[CH:18][C:17]([O:20][C:21]3[CH:26]=[CH:25][N:24]=[C:23]([CH2:27][OH:28])[CH:22]=3)=[CH:16][C:15]=2[F:36])=[O:12])[N:7]([C:37]2[CH:38]=[C:39]3[C:44](=[CH:45][CH:46]=2)[N:43]=[CH:42][CH:41]=[CH:40]3)[N:6]=1)([CH3:4])([CH3:2])[CH3:3]. The yield is 0.910. (2) The reactants are [NH2:1][C:2]1[N:7]=[CH:6][N:5]=[C:4]2[N:8]([CH:12]([C:14]3[O:15][C:16]4[C:21]([C:22](=[O:30])[C:23]=3[C:24]3[CH:29]=[CH:28][CH:27]=[CH:26][CH:25]=3)=[CH:20][C:19]([F:31])=[CH:18][CH:17]=4)[CH3:13])[N:9]=[C:10](I)[C:3]=12.[CH3:32][C:33]1[C:41]2[C:36](=[CH:37][C:38](B3OC(C)(C)C(C)(C)O3)=[CH:39][CH:40]=2)[NH:35][N:34]=1.C(=O)([O-])[O-].[Na+].[Na+].ClCCl. The catalyst is CN(C=O)C.C(O)C.O. The product is [NH2:1][C:2]1[N:7]=[CH:6][N:5]=[C:4]2[N:8]([CH:12]([C:14]3[O:15][C:16]4[C:21]([C:22](=[O:30])[C:23]=3[C:24]3[CH:29]=[CH:28][CH:27]=[CH:26][CH:25]=3)=[CH:20][C:19]([F:31])=[CH:18][CH:17]=4)[CH3:13])[N:9]=[C:10]([C:38]3[CH:37]=[C:36]4[C:41]([C:33]([CH3:32])=[N:34][NH:35]4)=[CH:40][CH:39]=3)[C:3]=12. The yield is 0.150. (3) The reactants are FC(F)(F)C(O)=O.[NH2:8][CH2:9][CH2:10][O:11][C:12]1[CH:37]=[C:36]([O:38][CH3:39])[CH:35]=[CH:34][C:13]=1[C:14]([NH:16][C:17]1[C:18]([NH:23][C:24](=[O:33])[C:25]2[CH:30]=[CH:29][C:28]([O:31][CH3:32])=[CH:27][CH:26]=2)=[CH:19][CH:20]=[CH:21][CH:22]=1)=[O:15].O.C(=O)([O-])[O-].[K+].[K+]. The catalyst is C(Cl)Cl. The product is [NH2:8][CH2:9][CH2:10][O:11][C:12]1[CH:37]=[C:36]([O:38][CH3:39])[CH:35]=[CH:34][C:13]=1[C:14]([NH:16][C:17]1[C:18]([NH:23][C:24](=[O:33])[C:25]2[CH:30]=[CH:29][C:28]([O:31][CH3:32])=[CH:27][CH:26]=2)=[CH:19][CH:20]=[CH:21][CH:22]=1)=[O:15]. The yield is 0.850. (4) The reactants are C1(S([N:10]2[C:14]3=[N:15][CH:16]=[C:17]([Cl:19])[CH:18]=[C:13]3[C:12]([CH2:20][C:21]3[CH:22]=[CH:23][C:24]([NH2:27])=[N:25][CH:26]=3)=[CH:11]2)(=O)=O)C=CC=CC=1.[F:28][C:29]([F:41])([F:40])[CH2:30][O:31][C:32]1[N:37]=[CH:36][C:35]([CH:38]=O)=[CH:34][CH:33]=1.C([BH3-])#N.[OH-].[K+].C(=O)([O-])[O-].[K+].[K+]. The catalyst is C(O)C.C(O)(=O)C. The product is [Cl:19][C:17]1[CH:18]=[C:13]2[C:12]([CH2:20][C:21]3[CH:22]=[CH:23][C:24]([NH:27][CH2:38][C:35]4[CH:36]=[N:37][C:32]([O:31][CH2:30][C:29]([F:41])([F:28])[F:40])=[CH:33][CH:34]=4)=[N:25][CH:26]=3)=[CH:11][NH:10][C:14]2=[N:15][CH:16]=1. The yield is 0.0760.